Dataset: Full USPTO retrosynthesis dataset with 1.9M reactions from patents (1976-2016). Task: Predict the reactants needed to synthesize the given product. (1) Given the product [C:17]1([C:2]2[O:6][C:5]([C@H:7]3[CH2:12][CH2:11][C@H:10]([C:13]([O:15][CH3:16])=[O:14])[CH2:9][CH2:8]3)=[N:4][CH:3]=2)[CH:22]=[CH:21][CH:20]=[CH:19][CH:18]=1, predict the reactants needed to synthesize it. The reactants are: O=[C:2]([C:17]1[CH:22]=[CH:21][CH:20]=[CH:19][CH:18]=1)[CH2:3][NH:4][C:5]([C@H:7]1[CH2:12][CH2:11][C@H:10]([C:13]([O:15][CH3:16])=[O:14])[CH2:9][CH2:8]1)=[O:6].P(Cl)(Cl)(Cl)=O.CC#N. (2) Given the product [NH2:21][C:19]1[C:18]([CH3:24])=[CH:17][N:16]=[C:15]([NH:14][C@@H:11]2[CH2:12][CH2:13][C@H:8]([NH:7][C:5](=[O:6])[C:4]3[CH:26]=[CH:27][C:28]([F:29])=[C:2]([Cl:1])[CH:3]=3)[CH2:9][CH2:10]2)[CH:20]=1, predict the reactants needed to synthesize it. The reactants are: [Cl:1][C:2]1[CH:3]=[C:4]([CH:26]=[CH:27][C:28]=1[F:29])[C:5]([NH:7][C@H:8]1[CH2:13][CH2:12][C@@H:11]([NH:14][C:15]2[CH:20]=[C:19]([N+:21]([O-])=O)[C:18]([CH3:24])=[CH:17][N+:16]=2[O-])[CH2:10][CH2:9]1)=[O:6]. (3) Given the product [F:29][C:26]1[CH:25]=[CH:24][C:23]([C:21]2[N:20]=[C:19]([N:30]3[CH2:34][CH2:33][CH2:32][CH:31]3[CH3:35])[N:18]=[C:17]([N:14]3[CH2:15][CH2:16][N:11]([C:7]4[N:6]=[CH:5][C:4]([CH2:3][OH:2])=[CH:9][C:8]=4[CH3:10])[CH2:12][C@H:13]3[CH3:36])[CH:22]=2)=[CH:28][CH:27]=1, predict the reactants needed to synthesize it. The reactants are: C[O:2][C:3](=O)[C:4]1[CH:9]=[C:8]([CH3:10])[C:7]([N:11]2[CH2:16][CH2:15][N:14]([C:17]3[CH:22]=[C:21]([C:23]4[CH:28]=[CH:27][C:26]([F:29])=[CH:25][CH:24]=4)[N:20]=[C:19]([N:30]4[CH2:34][CH2:33][CH2:32][CH:31]4[CH3:35])[N:18]=3)[C@H:13]([CH3:36])[CH2:12]2)=[N:6][CH:5]=1.[H-].C([Al+]CC(C)C)C(C)C. (4) Given the product [C:1]([N:4]1[C:13]2[C:8](=[CH:9][C:10]([C:14]([NH:15][CH3:16])=[O:17])=[CH:11][CH:12]=2)[CH:7]([NH2:18])[CH:6]([CH3:29])[CH:5]1[CH3:30])(=[O:3])[CH3:2], predict the reactants needed to synthesize it. The reactants are: [C:1]([N:4]1[C:13]2[C:8](=[CH:9][C:10]([C:14](=[O:17])[NH:15][CH3:16])=[CH:11][CH:12]=2)[C@H:7]([NH:18]C(=O)OCC2C=CC=CC=2)[C@@H:6]([CH3:29])[C@@H:5]1[CH3:30])(=[O:3])[CH3:2]. (5) Given the product [F:21][C:22]1[CH:28]=[CH:27][CH:26]=[CH:25][C:23]=1[NH:24][C:2]1[CH:11]=[CH:10][N:9]=[C:8]2[C:3]=1[C:4]1[CH:16]=[C:15]([O:17][CH3:18])[C:14]([O:19][CH3:20])=[CH:13][C:5]=1[C:6](=[O:12])[NH:7]2, predict the reactants needed to synthesize it. The reactants are: Cl[C:2]1[CH:11]=[CH:10][N:9]=[C:8]2[C:3]=1[C:4]1[CH:16]=[C:15]([O:17][CH3:18])[C:14]([O:19][CH3:20])=[CH:13][C:5]=1[C:6](=[O:12])[NH:7]2.[F:21][C:22]1[CH:28]=[CH:27][CH:26]=[CH:25][C:23]=1[NH2:24].